From a dataset of Experimentally validated miRNA-target interactions with 360,000+ pairs, plus equal number of negative samples. Binary Classification. Given a miRNA mature sequence and a target amino acid sequence, predict their likelihood of interaction. (1) The miRNA is hsa-miR-937-3p with sequence AUCCGCGCUCUGACUCUCUGCC. The protein sequence of the target gene is MPSVMEKPSAGSGILSRSRAKTVPNGGQPHSEDDSSEEEHSHDSMIRVGTNYQAVIPECKPESPARYSNKELKGMLVWSPNHCVSDAKLDKYIAMAKEKHGYNIEQALGMLLWHKHDVEKSLADLANFTPFPDEWTVEDKVLFEQAFGFHGKCFQRIQQMLPDKLIPSLVKYYYSWKKTRSRTSVMDRQARRLGGRKDKEDSDELEEGRGGVSEGEPDPADPKREPLPSRPLNARPGPGKKEVQVSQYRHHPLRTRRRPPKGMYLSPEGLTAVSGSPDLANLTLRGLDSQLISLKRQVQS.... Result: 0 (no interaction). (2) The miRNA is cgr-miR-30a-5p with sequence UGUAAACAUCCUCGACUGGAAGC. The protein sequence of the target gene is MEANGSQGTSGSANDSQHDPGKMFIGGLSWQTSPDSLRDYFSKFGEIRECMVMRDPTTKRSRGFGFVTFADPASVDKVLGQPHHELDSKTIDPKVAFPRRAQPKMVTRTKKIFVGGLSANTVVEDVKQYFEQFGKVEDAMLMFDKTTNRHRGFGFVTFENEDVVEKVCEIHFHEINNKMVECKKAQPKEVMFPPGTRGRARGLPYTMDAFMLGMGMLGYPNFVATYGRGYPGFAPSYGYQFPGFPAAAYGPVAAAAVAAARGSGSNPARPGGFPGANSPGPVADLYGPASQDSGVGNYIS.... Result: 0 (no interaction). (3) The miRNA is hsa-miR-1206 with sequence UGUUCAUGUAGAUGUUUAAGC. The protein sequence of the target gene is MEELTAFVSKSFDQKVKEKKEAITYREVLESGPLRGAKEPGCVEPGRDDRSSPAVRAAGGGGGAGGGGGGGGGGGGGAGGGGAGGGAGGGRSPVRELDMGAAERSREPGSPRLTEVSPELKDRKDDAKGMEDEGQTKIKQRRSRTNFTLEQLNELERLFDETHYPDAFMREELSQRLGLSEARVQVWFQNRRAKCRKQENQLHKGVLIGAASQFEACRVAPYVNVGALRMPFQQDSHCNVTPLSFQVQAQLQLDSAVAHAHHHLHPHLAAHAPYMMFPAPPFGLPLATLAADSASAASVV.... Result: 0 (no interaction). (4) Result: 0 (no interaction). The protein sequence of the target gene is MAADGVDERSPLLSASHSGNVTPTAPPYLQESSPRAELPPPYTAIASPGTSGIPVINCRVCQSLINLDGKLHQHVVKCTVCNEATPIKTPPTGKKYVRCPCNCLLICKDTSRRIGCPRPNCRRIINLGPVMLISEEQPAQPALPIQPEGTRVVCGHCGNTFLWMELRFNTLAKCPHCKKISSVGSALPRRRCCAYVTIGMICIFIAVGLTVGTQDFSRRFHATYVSWAIAYLLGLICLIRACYWGAIRVSYPEHGFA. The miRNA is hsa-miR-548w with sequence AAAAGUAACUGCGGUUUUUGCCU. (5) The miRNA is hsa-miR-7106-3p with sequence AGCUCCCUGAAUCCCUGUCCCAG. The protein sequence of the target gene is MKRKERIARRLEGIENDTQPILLQSCTGLVTHRLLEEDTPRYMRASDPASPHIGRSNEEEETSDSSLEKQTRSKYCTETSGVHGDSPYGSGTMDTHSLESKAERIARYKAERRRQLAEKYGLTLDPEADSEYLSRYTKSRKEPDAVEKRGGKSDKQEESSRDASSLYPGTETMGLRTCAGESKDYALHVGDGSSDPEVLLNIENQRRGQELSATRQAHDLSPAAESSSTFSFSGRDSSFTEVPRSPKHAHSSSLQQAASRSPSFGDPQLSPEARPSTGKPKHEWFLQKDSEGDTPSLINW.... Result: 0 (no interaction). (6) The miRNA is hsa-miR-4468 with sequence AGAGCAGAAGGAUGAGAU. The protein sequence of the target gene is MWKSVVGHDVSVSVETQGDDWDTDPDFVNDISEKEQRWGAKTIEGSGRTEHINIHQLRNKVSEEHDVLRKKEMESGPKASHGYGGRFGVERDRMDKSAVGHEYVAEVEKHSSQTDAAKGFGGKYGVERDRADKSAVGFDYKGEVEKHTSQKDYSRGFGGRYGVEKDKWDKAALGYDYKGETEKHESQRDYAKGFGGQYGIQKDRVDKSAVGFNEMEAPTTAYKKTTPIEAASSGTRGLKAKFESMAEEKRKREEEEKAQQVARRQQERKAVTKRSPEAPQPVIAMEEPAVPAPLPKKISS.... Result: 0 (no interaction). (7) The miRNA is ath-miR169a-5p with sequence CAGCCAAGGAUGACUUGCCGA. The protein sequence of the target gene is MMHPVAGSNPAFCGPGKPSCLNEDAMRAADQFDLYSSQQNKYSHTVSHKPMVCQRQDPLNETHLQPTSGRNIEIKDELKKKKNLNRSGKRGRPSGTTKSAGYRTSTGRPLGTTKAAGFKTSPGRPLGTTKAAGYKVSPGRPPGSIKALSRLADLGYGCGTAAFPYPMMHSRVVHGLQETSGEVKPPSE. Result: 0 (no interaction). (8) Result: 1 (interaction). The protein sequence of the target gene is MATAPYNYSYIFKYIIIGDMGVGKSCLLHQFTEKKFMADCPHTIGVEFGTRIIEVSGQKIKLQIWDTAGQERFRAVTRSYYRGAAGALMVYDITRRSTYNHLSSWLTDARNLTNPNTVIILIGNKADLEAQRDVTYEEAKQFAEENGLLFLEASAKTGENVEDAFLEAAKKIYQNIQDGSLDLNAAESGVQHKPSAPQGGRLTSEPQPQREGCGC. The miRNA is hsa-miR-95-5p with sequence UCAAUAAAUGUCUGUUGAAUU. (9) The miRNA is hsa-miR-1236-3p with sequence CCUCUUCCCCUUGUCUCUCCAG. The protein sequence of the target gene is MEEPAAPSEAHEAAGAQAGAEAAREGVSGPDLPVCEPSGESAAPDSALPHAARGWAPFPVAPVPAHLRRGGLRPAPASGGGAWPSPLPSRSSGIWTKQIICRYYIHGQCKEGENCRYSHDLSGRKMATEGGVSPPGASAGGGPSTAAHIEPPTQEVAEAPPAASSLSLPVIGSAAERGFFEAERDNADRGAAGGAGVESWADAIEFVPGQPYRGRWVASAPEAPLQSSETERKQMAVGSGLRFCYYASRGVCFRGESCMYLHGDICDMCGLQTLHPMDAAQREEHMRACIEAHEKDMELS.... Result: 0 (no interaction).